From a dataset of Forward reaction prediction with 1.9M reactions from USPTO patents (1976-2016). Predict the product of the given reaction. (1) Given the reactants O[CH2:2][CH2:3][NH:4][C:5]([C:7]1[NH:11][C:10]2[CH:12]=[CH:13][CH:14]=[CH:15][C:9]=2[N:8]=1)=[O:6].S(Cl)(Cl)=O, predict the reaction product. The product is: [C:5]1(=[O:6])[C:7]2=[N:11][C:10]3[CH:12]=[CH:13][CH:14]=[CH:15][C:9]=3[N:8]2[CH2:2][CH2:3][NH:4]1. (2) Given the reactants [C:1]1([C:7]2[N:8]=[C:9]([C:12]3([CH2:18][NH2:19])[CH2:17][CH2:16][O:15][CH2:14][CH2:13]3)[S:10][CH:11]=2)[CH:6]=[CH:5][CH:4]=[CH:3][CH:2]=1.C=O.[C:22](O[BH-](OC(=O)C)OC(=O)C)(=O)C.[Na+], predict the reaction product. The product is: [CH3:22][NH:19][CH2:18][C:12]1([C:9]2[S:10][CH:11]=[C:7]([C:1]3[CH:2]=[CH:3][CH:4]=[CH:5][CH:6]=3)[N:8]=2)[CH2:13][CH2:14][O:15][CH2:16][CH2:17]1. (3) The product is: [F:1][C:2]1[CH:3]=[C:4]([NH:8][C:9](=[O:37])[CH2:10][C:11]2[NH:15][N:14]=[C:13]([NH:16][C:17]3[C:26]4[C:21](=[CH:22][C:23]([C:27]5[CH:36]=[CH:35][C:30]([C:31]([O-:33])=[O:32])=[CH:29][CH:28]=5)=[CH:24][CH:25]=4)[N:20]=[CH:19][N:18]=3)[CH:12]=2)[CH:5]=[CH:6][CH:7]=1.[Na+:39]. Given the reactants [F:1][C:2]1[CH:3]=[C:4]([NH:8][C:9](=[O:37])[CH2:10][C:11]2[NH:15][N:14]=[C:13]([NH:16][C:17]3[C:26]4[C:21](=[CH:22][C:23]([C:27]5[CH:36]=[CH:35][C:30]([C:31]([O:33]C)=[O:32])=[CH:29][CH:28]=5)=[CH:24][CH:25]=4)[N:20]=[CH:19][N:18]=3)[CH:12]=2)[CH:5]=[CH:6][CH:7]=1.[OH-].[Na+:39], predict the reaction product.